This data is from Catalyst prediction with 721,799 reactions and 888 catalyst types from USPTO. The task is: Predict which catalyst facilitates the given reaction. (1) Reactant: BrC1C=CC(OC)=C(C)C=1.C(OCC)(=O)C.Br[C:18]1[C:23]([F:24])=[CH:22][C:21]([O:25][CH3:26])=[C:20]([F:27])[CH:19]=1.[NH:28]1[CH2:33][CH2:32][NH:31][CH2:30][CH2:29]1. Product: [F:24][C:23]1[CH:22]=[C:21]([O:25][CH3:26])[C:20]([F:27])=[CH:19][C:18]=1[N:28]1[CH2:33][CH2:32][NH:31][CH2:30][CH2:29]1. The catalyst class is: 11. (2) Reactant: [CH2:1]([O:8][C:9]1[CH:14]=[C:13]([Br:15])[CH:12]=[C:11]([N+:16]([O-])=O)[C:10]=1[NH:19][C:20](=O)[CH3:21])[C:2]1[CH:7]=[CH:6][CH:5]=[CH:4][CH:3]=1. Product: [CH2:1]([O:8][C:9]1[C:10]2[N:19]=[C:20]([CH3:21])[NH:16][C:11]=2[CH:12]=[C:13]([Br:15])[CH:14]=1)[C:2]1[CH:7]=[CH:6][CH:5]=[CH:4][CH:3]=1. The catalyst class is: 180. (3) Reactant: [CH2:1]([N:4]1[CH2:7][CH:6]([C:8]2[CH:13]=[CH:12][C:11]([NH2:14])=[CH:10][CH:9]=2)[CH2:5]1)[CH2:2][CH3:3].[Br:15][C:16]1[CH:21]=[CH:20][C:19]([S:22](Cl)(=[O:24])=[O:23])=[CH:18][CH:17]=1. Product: [Br:15][C:16]1[CH:21]=[CH:20][C:19]([S:22]([NH:14][C:11]2[CH:10]=[CH:9][C:8]([CH:6]3[CH2:5][N:4]([CH2:1][CH2:2][CH3:3])[CH2:7]3)=[CH:13][CH:12]=2)(=[O:24])=[O:23])=[CH:18][CH:17]=1. The catalyst class is: 202. (4) Reactant: [CH2:1]([C:4]1([CH2:10][O:11][Si:12]([CH2:17][CH3:18])([CH2:15][CH3:16])[CH2:13][CH3:14])[CH2:9][CH2:8][CH2:7][CH2:6][CH2:5]1)[CH:2]=[CH2:3].[OH2:19].[OH-].[Na+].OO. Product: [CH2:13]([Si:12]([CH2:17][CH3:18])([CH2:15][CH3:16])[O:11][CH2:10][C:4]1([CH2:1][CH2:2][CH2:3][OH:19])[CH2:5][CH2:6][CH2:7][CH2:8][CH2:9]1)[CH3:14]. The catalyst class is: 7. (5) Reactant: C[O:2][C:3]([C:5]1[N:6]=[CH:7][C:8]2[C:13]([CH:14]=1)=[CH:12][C:11]([F:15])=[CH:10][CH:9]=2)=[O:4].O[Li].O.COC(C)(C)C.[ClH:25]. Product: [ClH:25].[F:15][C:11]1[CH:12]=[C:13]2[C:8](=[CH:9][CH:10]=1)[CH:7]=[N:6][C:5]([C:3]([OH:4])=[O:2])=[CH:14]2. The catalyst class is: 200. (6) Reactant: [H-].[Na+].[Br:3][C:4]1[N:5]=[C:6]([O:11][CH2:12][CH:13]2[CH2:16][CH2:15][CH2:14]2)[C:7]([NH2:10])=[N:8][CH:9]=1.Br[CH2:18][CH2:19][CH2:20][CH2:21]Cl. Product: [Br:3][C:4]1[N:5]=[C:6]([O:11][CH2:12][CH:13]2[CH2:14][CH2:15][CH2:16]2)[C:7]([N:10]2[CH2:21][CH2:20][CH2:19][CH2:18]2)=[N:8][CH:9]=1. The catalyst class is: 9. (7) Reactant: [OH:1][C:2]1[C:3]([N+:12]([O-:14])=[O:13])=[N:4][CH:5]=[C:6]([CH:11]=1)[C:7]([O:9][CH3:10])=[O:8].[F:15][C:16]1[CH:21]=[CH:20][CH:19]=[CH:18][C:17]=1[CH2:22]O.C(P(CCCC)CCCC)CCC.N(C(OCC)=O)=NC(OCC)=O. Product: [F:15][C:16]1[CH:21]=[CH:20][CH:19]=[CH:18][C:17]=1[CH2:22][O:1][C:2]1[C:3]([N+:12]([O-:14])=[O:13])=[N:4][CH:5]=[C:6]([CH:11]=1)[C:7]([O:9][CH3:10])=[O:8]. The catalyst class is: 375. (8) Product: [C:1]1([CH2:7][CH:8]([NH2:11])[CH2:9][NH2:10])[CH:6]=[CH:5][CH:4]=[CH:3][CH:2]=1. The catalyst class is: 4. Reactant: [C:1]1([CH2:7][CH:8]([NH2:11])[C:9]#[N:10])[CH:6]=[CH:5][CH:4]=[CH:3][CH:2]=1.[H-].C([Al+]CC(C)C)C(C)C.CC(C[AlH]CC(C)C)C.[OH-].[Na+].